This data is from Forward reaction prediction with 1.9M reactions from USPTO patents (1976-2016). The task is: Predict the product of the given reaction. (1) The product is: [NH:10]1[C:4]2[C:9](=[CH:8][CH:7]=[CH:6][CH:5]=2)[C:21]2([CH2:26][CH2:25][CH:1]([CH2:2][NH:3][C:14](=[O:15])[O:16][CH2:27][C:21]3[CH:26]=[CH:25][CH:24]=[CH:23][CH:22]=3)[CH2:23][CH2:22]2)[CH2:27]1. Given the reactants [CH3:1][C:2]#[N:3].[C:4]1([NH:10]N)[CH:9]=[CH:8][CH:7]=[CH:6][CH:5]=1.FC(F)(F)[C:14]([OH:16])=[O:15].[BH4-].[Na+].[C:21]1([CH3:27])[CH:26]=[CH:25][CH:24]=[CH:23][CH:22]=1, predict the reaction product. (2) Given the reactants [NH2:1][C:2]1[CH:3]=[C:4]([CH2:8][CH2:9][CH2:10][N:11]2[C:19](=[O:20])[C:18]3[C:13](=[CH:14][CH:15]=[CH:16][CH:17]=3)[C:12]2=[O:21])[CH:5]=[CH:6][CH:7]=1.[C:22]1([S:28](Cl)(=[O:30])=[O:29])[CH:27]=[CH:26][CH:25]=[CH:24][CH:23]=1, predict the reaction product. The product is: [O:21]=[C:12]1[C:13]2[C:18](=[CH:17][CH:16]=[CH:15][CH:14]=2)[C:19](=[O:20])[N:11]1[CH2:10][CH2:9][CH2:8][C:4]1[CH:3]=[C:2]([NH:1][S:28]([C:22]2[CH:27]=[CH:26][CH:25]=[CH:24][CH:23]=2)(=[O:30])=[O:29])[CH:7]=[CH:6][CH:5]=1.